Task: Regression. Given two drug SMILES strings and cell line genomic features, predict the synergy score measuring deviation from expected non-interaction effect.. Dataset: NCI-60 drug combinations with 297,098 pairs across 59 cell lines (1) Drug 1: CC1=C2C(C(=O)C3(C(CC4C(C3C(C(C2(C)C)(CC1OC(=O)C(C(C5=CC=CC=C5)NC(=O)C6=CC=CC=C6)O)O)OC(=O)C7=CC=CC=C7)(CO4)OC(=O)C)O)C)OC(=O)C. Drug 2: C(CCl)NC(=O)N(CCCl)N=O. Cell line: OVCAR3. Synergy scores: CSS=55.3, Synergy_ZIP=1.64, Synergy_Bliss=0.391, Synergy_Loewe=-10.2, Synergy_HSA=-0.232. (2) Drug 1: CC1=CC=C(C=C1)C2=CC(=NN2C3=CC=C(C=C3)S(=O)(=O)N)C(F)(F)F. Drug 2: CCC1(CC2CC(C3=C(CCN(C2)C1)C4=CC=CC=C4N3)(C5=C(C=C6C(=C5)C78CCN9C7C(C=CC9)(C(C(C8N6C=O)(C(=O)OC)O)OC(=O)C)CC)OC)C(=O)OC)O.OS(=O)(=O)O. Cell line: HOP-62. Synergy scores: CSS=10.9, Synergy_ZIP=5.40, Synergy_Bliss=7.08, Synergy_Loewe=10.5, Synergy_HSA=9.31. (3) Drug 1: C1=CN(C(=O)N=C1N)C2C(C(C(O2)CO)O)O.Cl. Drug 2: CC(C)NC(=O)C1=CC=C(C=C1)CNNC.Cl. Cell line: U251. Synergy scores: CSS=22.1, Synergy_ZIP=-7.80, Synergy_Bliss=-2.16, Synergy_Loewe=-19.2, Synergy_HSA=-3.00. (4) Drug 1: C1C(C(OC1N2C=C(C(=O)NC2=O)F)CO)O. Drug 2: CCCCC(=O)OCC(=O)C1(CC(C2=C(C1)C(=C3C(=C2O)C(=O)C4=C(C3=O)C=CC=C4OC)O)OC5CC(C(C(O5)C)O)NC(=O)C(F)(F)F)O. Cell line: ACHN. Synergy scores: CSS=39.6, Synergy_ZIP=-2.27, Synergy_Bliss=-3.11, Synergy_Loewe=-14.6, Synergy_HSA=-1.45. (5) Drug 1: C1=C(C(=O)NC(=O)N1)N(CCCl)CCCl. Drug 2: C(CN)CNCCSP(=O)(O)O. Cell line: PC-3. Synergy scores: CSS=2.62, Synergy_ZIP=-3.94, Synergy_Bliss=-3.03, Synergy_Loewe=-10.4, Synergy_HSA=-3.66. (6) Drug 1: CCC1=C2CN3C(=CC4=C(C3=O)COC(=O)C4(CC)O)C2=NC5=C1C=C(C=C5)O. Drug 2: CN1C=C(C=N1)C2=C3N=C(C(=C(N3N=C2)N)Br)C4CCCNC4. Cell line: NCI-H460. Synergy scores: CSS=33.9, Synergy_ZIP=-2.05, Synergy_Bliss=-2.20, Synergy_Loewe=-0.0211, Synergy_HSA=1.53. (7) Drug 1: CCCS(=O)(=O)NC1=C(C(=C(C=C1)F)C(=O)C2=CNC3=C2C=C(C=N3)C4=CC=C(C=C4)Cl)F. Drug 2: CC12CCC3C(C1CCC2OP(=O)(O)O)CCC4=C3C=CC(=C4)OC(=O)N(CCCl)CCCl.[Na+]. Cell line: HOP-62. Synergy scores: CSS=-2.38, Synergy_ZIP=0.386, Synergy_Bliss=-1.33, Synergy_Loewe=-4.76, Synergy_HSA=-4.02. (8) Drug 1: CC(C)CN1C=NC2=C1C3=CC=CC=C3N=C2N. Drug 2: CC1C(C(CC(O1)OC2CC(CC3=C2C(=C4C(=C3O)C(=O)C5=C(C4=O)C(=CC=C5)OC)O)(C(=O)CO)O)N)O.Cl. Cell line: HT29. Synergy scores: CSS=34.4, Synergy_ZIP=0.607, Synergy_Bliss=-0.419, Synergy_Loewe=-12.9, Synergy_HSA=-1.54. (9) Synergy scores: CSS=89.5, Synergy_ZIP=6.31, Synergy_Bliss=6.06, Synergy_Loewe=6.31, Synergy_HSA=8.89. Cell line: HL-60(TB). Drug 1: CC1OCC2C(O1)C(C(C(O2)OC3C4COC(=O)C4C(C5=CC6=C(C=C35)OCO6)C7=CC(=C(C(=C7)OC)O)OC)O)O. Drug 2: CCC1=C2CN3C(=CC4=C(C3=O)COC(=O)C4(CC)O)C2=NC5=C1C=C(C=C5)O. (10) Drug 1: C1=CN(C(=O)N=C1N)C2C(C(C(O2)CO)O)O.Cl. Drug 2: CC1C(C(CC(O1)OC2CC(CC3=C2C(=C4C(=C3O)C(=O)C5=CC=CC=C5C4=O)O)(C(=O)C)O)N)O. Cell line: PC-3. Synergy scores: CSS=62.2, Synergy_ZIP=-2.48, Synergy_Bliss=-1.92, Synergy_Loewe=1.87, Synergy_HSA=5.43.